Dataset: Forward reaction prediction with 1.9M reactions from USPTO patents (1976-2016). Task: Predict the product of the given reaction. (1) Given the reactants [C:1]([O:12][CH3:13])(=[O:11])[CH2:2][CH2:3][CH2:4][CH2:5][CH2:6][CH2:7][CH2:8][CH:9]=[CH2:10].[C:14](#[N:17])[CH:15]=[CH2:16], predict the reaction product. The product is: [C:1]([O:12][CH3:13])(=[O:11])[CH2:2][CH2:3][CH2:4][CH2:5][CH2:6][CH2:7][CH2:8][CH:9]=[CH2:10].[C:14](#[N:17])[CH:15]=[CH2:16]. (2) Given the reactants [NH2:1][C:2]1[C:3]([CH2:21][S:22]([C:25]2[CH:30]=[CH:29][CH:28]=[CH:27][CH:26]=2)(=[O:24])=[O:23])=[N:4][C:5]([N:8]2[CH2:13][CH2:12][N:11]([CH2:14][C:15]3[CH:20]=[CH:19][CH:18]=[CH:17][CH:16]=3)[CH2:10][CH2:9]2)=[CH:6][CH:7]=1.O.[C:32]1(C)C=CC(S(O)(=O)=O)=CC=1.C(OCC)(OCC)OCC.O(C(C)(C)C)[K].[NH4+].[Cl-].C([O-])(O)=O.[Na+], predict the reaction product. The product is: [CH2:14]([N:11]1[CH2:10][CH2:9][N:8]([C:5]2[N:4]=[C:3]3[C:21]([S:22]([C:25]4[CH:26]=[CH:27][CH:28]=[CH:29][CH:30]=4)(=[O:24])=[O:23])=[CH:32][NH:1][C:2]3=[CH:7][CH:6]=2)[CH2:13][CH2:12]1)[C:15]1[CH:16]=[CH:17][CH:18]=[CH:19][CH:20]=1. (3) Given the reactants [CH:1](O)=O.C=O.C([BH3-])#N.[Na+].[Cl:10][C:11]1[CH:12]=[C:13]([C:17]2[N:21]=[C:20]([CH:22]3[CH2:27][NH:26][CH2:25][CH2:24][N:23]3[C:28]3[N:32]([CH3:33])[C:31]([C:34]4[CH:39]=[CH:38][C:37]([O:40][CH:41]([F:43])[F:42])=[CH:36][CH:35]=4)=[N:30][N:29]=3)[O:19][N:18]=2)[CH:14]=[CH:15][CH:16]=1, predict the reaction product. The product is: [Cl:10][C:11]1[CH:12]=[C:13]([C:17]2[N:21]=[C:20]([CH:22]3[CH2:27][N:26]([CH3:1])[CH2:25][CH2:24][N:23]3[C:28]3[N:32]([CH3:33])[C:31]([C:34]4[CH:39]=[CH:38][C:37]([O:40][CH:41]([F:43])[F:42])=[CH:36][CH:35]=4)=[N:30][N:29]=3)[O:19][N:18]=2)[CH:14]=[CH:15][CH:16]=1. (4) The product is: [CH2:7]([N:14]1[CH2:15][CH2:16][C:17]2[C:22]([OH:23])=[N:5][CH:4]=[N:6][C:18]=2[CH2:19][CH2:20]1)[C:8]1[CH:13]=[CH:12][CH:11]=[CH:10][CH:9]=1. Given the reactants C[O-].[Na+].[CH:4]([NH2:6])=[NH:5].[CH2:7]([N:14]1[CH2:20][CH2:19][C:18](=O)[CH:17]([C:22](OCC)=[O:23])[CH2:16][CH2:15]1)[C:8]1[CH:13]=[CH:12][CH:11]=[CH:10][CH:9]=1.C(O)(=O)C, predict the reaction product. (5) The product is: [Br:31][CH2:9][C:8]([C:3]1[C:2]([CH3:1])=[N:7][CH:6]=[CH:5][N:4]=1)=[O:10]. Given the reactants [CH3:1][C:2]1[C:3]([C:8](=[O:10])[CH3:9])=[N:4][CH:5]=[CH:6][N:7]=1.N1C(C)=CC=CC=1C.FC(F)(F)S(O[Si](C)(C)C)(=O)=O.[Br:31]N1C(=O)CCC1=O, predict the reaction product. (6) The product is: [OH:3][CH2:4][CH2:5][O:6][NH:7][C:8]([C:10]1[N:15]=[C:14]2[N:16]([CH3:19])[CH:17]=[N:18][C:13]2=[C:12]([F:20])[C:11]=1[NH:21][C:22]1[CH:27]=[CH:26][C:25]([Br:28])=[CH:24][C:23]=1[F:29])=[O:9]. Given the reactants C([O:3][CH2:4][CH2:5][O:6][NH:7][C:8]([C:10]1[N:15]=[C:14]2[N:16]([CH3:19])[CH:17]=[N:18][C:13]2=[C:12]([F:20])[C:11]=1[NH:21][C:22]1[CH:27]=[CH:26][C:25]([Br:28])=[CH:24][C:23]=1[F:29])=[O:9])=C.Cl.C([O-])(O)=O.[Na+], predict the reaction product. (7) The product is: [C:1]([NH:8][C:7]1[CH:9]=[CH:10][CH:11]=[C:12]([F:13])[C:6]=1[CH3:5])(=[O:3])[CH3:2]. Given the reactants [C:1](Cl)(=[O:3])[CH3:2].[CH3:5][C:6]1[C:12]([F:13])=[CH:11][CH:10]=[CH:9][C:7]=1[NH2:8].C(N(CC)CC)C, predict the reaction product. (8) Given the reactants [OH:1][CH2:2][C:3]1[C:8]([C:9]#[N:10])=[C:7]([O:11][CH3:12])[N:6]=[C:5]([CH3:13])[CH:4]=1.Br[CH2:15][CH:16]=[CH2:17].[H-].[Na+].[Cl-].[NH4+], predict the reaction product. The product is: [CH2:17]([O:1][CH2:2][C:3]1[C:8]([C:9]#[N:10])=[C:7]([O:11][CH3:12])[N:6]=[C:5]([CH3:13])[CH:4]=1)[CH:16]=[CH2:15]. (9) Given the reactants [C:1]([O:5][C:6](=[O:17])[NH:7][C@@H:8]1[CH2:13][CH2:12][C@H:11]([OH:14])[C:10]([CH3:16])([CH3:15])[CH2:9]1)([CH3:4])([CH3:3])[CH3:2].CC(OI1(OC(C)=O)(OC(C)=O)OC(=O)C2C=CC=CC1=2)=O, predict the reaction product. The product is: [C:1]([O:5][C:6](=[O:17])[NH:7][C@@H:8]1[CH2:13][CH2:12][C:11](=[O:14])[C:10]([CH3:16])([CH3:15])[CH2:9]1)([CH3:4])([CH3:2])[CH3:3].